From a dataset of Forward reaction prediction with 1.9M reactions from USPTO patents (1976-2016). Predict the product of the given reaction. (1) Given the reactants [Br:1][C:2]1[C:11]2[C:10]([CH3:13])([CH3:12])[CH2:9][CH:8]=[C:7]([CH:14]([CH3:16])[CH3:15])[C:6]=2[CH:5]=[C:4]([C:17](=O)[CH3:18])[C:3]=1[O:20][CH2:21][CH2:22][CH3:23].[CH3:24][CH2:25][O:26][C:27]([CH:29](P(OCC)(OCC)=O)[F:30])=[O:28].C([Li])CCC, predict the reaction product. The product is: [Br:1][C:2]1[C:11]2[C:10]([CH3:13])([CH3:12])[CH2:9][CH:8]=[C:7]([CH:14]([CH3:15])[CH3:16])[C:6]=2[CH:5]=[C:4](/[C:17](/[CH3:18])=[C:29](/[F:30])\[C:27]([O:26][CH2:25][CH3:24])=[O:28])[C:3]=1[O:20][CH2:21][CH2:22][CH3:23]. (2) Given the reactants [CH3:1][O:2][C:3]1[CH:4]=[C:5]2[C:9](=[CH:10][CH:11]=1)[N:8]([CH2:12][CH2:13][CH2:14][CH2:15][CH2:16]Cl)[C:7]1[C:18]3[CH:26]=[CH:25][CH:24]=[CH:23][C:19]=3[S:20][CH2:21][CH2:22][C:6]2=1.[NH:27]1[CH2:31][CH2:30][CH2:29][CH2:28]1, predict the reaction product. The product is: [CH3:1][O:2][C:3]1[CH:4]=[C:5]2[C:9](=[CH:10][CH:11]=1)[N:8]([CH2:12][CH2:13][CH2:14][CH2:15][CH2:16][N:27]1[CH2:31][CH2:30][CH2:29][CH2:28]1)[C:7]1[C:18]3[CH:26]=[CH:25][CH:24]=[CH:23][C:19]=3[S:20][CH2:21][CH2:22][C:6]2=1. (3) Given the reactants O[C:2]1[CH:3]=[C:4]([CH:7]=[CH:8][CH:9]=1)[CH:5]=O.[C:10](=[O:13])([O-])[O-].[K+].[K+].[I-].[K+].Cl[CH2:19][CH:20]1[CH2:22][CH2:21]1.C[N:24](C=O)C, predict the reaction product. The product is: [CH:22]1([CH2:21][O:13][C:10]2[CH:5]=[C:4]([CH:3]([NH2:24])[CH3:2])[CH:7]=[CH:8][CH:9]=2)[CH2:20][CH2:19]1. (4) Given the reactants [CH2:1]([O:3][C:4]([CH:6](C(OCC)=O)[C:7]([CH3:35])([CH3:34])[CH2:8][CH2:9][CH2:10][CH2:11][CH2:12][CH2:13][CH2:14][CH2:15][CH2:16][CH2:17][CH2:18][CH2:19][C:20]([CH3:33])([CH3:32])[CH:21](C(OCC)=O)[C:22]([O:24][CH2:25][CH3:26])=[O:23])=[O:5])[CH3:2].[Cl-].[Na+].C(=O)(O)[O-].[Na+].Cl, predict the reaction product. The product is: [CH3:35][C:7]([CH3:34])([CH2:8][CH2:9][CH2:10][CH2:11][CH2:12][CH2:13][CH2:14][CH2:15][CH2:16][CH2:17][CH2:18][CH2:19][C:20]([CH3:32])([CH3:33])[CH2:21][C:22]([O:24][CH2:25][CH3:26])=[O:23])[CH2:6][C:4]([O:3][CH2:1][CH3:2])=[O:5]. (5) Given the reactants [H-].[Na+].C(OP([CH2:11][C:12]([O:14][C:15]([CH3:18])([CH3:17])[CH3:16])=[O:13])(OCC)=O)C.[Br:19][C:20]1[CH:27]=[CH:26][C:23]([CH:24]=O)=[CH:22][CH:21]=1.[NH4+].[Cl-].[CH2:30]1COCC1, predict the reaction product. The product is: [Br:19][C:20]1[CH:27]=[CH:26][C:23](/[CH:24]=[CH:11]/[C:12]([O:14][C:15]([CH3:16])([CH3:17])[CH3:18])=[O:13])=[CH:22][CH:21]=1.[Br:19][C:20]1[CH:27]=[CH:26][C:23]([C@@H:24]2[CH2:30][C@H:11]2[C:12]([O:14][C:15]([CH3:16])([CH3:17])[CH3:18])=[O:13])=[CH:22][CH:21]=1. (6) Given the reactants Br[C:2]1[S:10][C:9]2[C:4](=[N:5][CH:6]=[CH:7][C:8]=2Cl)[CH:3]=1.[NH2:12][C:13]1[CH:14]=[C:15]2[C:19](=[CH:20][CH:21]=1)[NH:18][CH:17]=[CH:16]2.[C:22]1(B(O)O)[CH:27]=[CH:26][CH:25]=[CH:24][CH:23]=1, predict the reaction product. The product is: [NH:18]1[C:19]2[C:15](=[CH:14][C:13]([NH:12][C:8]3[CH:7]=[CH:6][N:5]=[C:4]4[CH:3]=[C:2]([C:22]5[CH:27]=[CH:26][CH:25]=[CH:24][CH:23]=5)[S:10][C:9]=34)=[CH:21][CH:20]=2)[CH:16]=[CH:17]1. (7) Given the reactants Cl[CH2:2][C@H:3]([CH3:13])[CH2:4][O:5][C:6]1[CH:11]=[CH:10][CH:9]=[CH:8][C:7]=1[Br:12].[CH3:14][CH:15]([CH3:31])[C:16]([NH:18][C:19]1[CH:24]=[CH:23][CH:22]=[C:21]([CH:25]2[CH2:30][CH2:29][NH:28][CH2:27][CH2:26]2)[CH:20]=1)=[O:17], predict the reaction product. The product is: [Br:12][C:7]1[CH:8]=[CH:9][CH:10]=[CH:11][C:6]=1[O:5][CH2:4][C@@H:3]([CH3:13])[CH2:2][N:28]1[CH2:29][CH2:30][CH:25]([C:21]2[CH:20]=[C:19]([NH:18][C:16](=[O:17])[CH:15]([CH3:14])[CH3:31])[CH:24]=[CH:23][CH:22]=2)[CH2:26][CH2:27]1.